The task is: Predict the product of the given reaction.. This data is from Forward reaction prediction with 1.9M reactions from USPTO patents (1976-2016). (1) Given the reactants [C:1]([C:4]1[N:5]=[C:6]([C:16]2[C:21]([CH3:22])=[CH:20][N:19]=[C:18]([NH:23][C:24](=[O:26])[CH3:25])[CH:17]=2)[O:7][C:8]=1[C:9]1[CH:14]=[CH:13][CH:12]=[CH:11][C:10]=1[Cl:15])(=O)[CH3:2].C[N:28]([CH:30](OC)OC)C.O.[NH2:36]N, predict the reaction product. The product is: [Cl:15][C:10]1[CH:11]=[CH:12][CH:13]=[CH:14][C:9]=1[C:8]1[O:7][C:6]([C:16]2[C:21]([CH3:22])=[CH:20][N:19]=[C:18]([NH:23][C:24](=[O:26])[CH3:25])[CH:17]=2)=[N:5][C:4]=1[C:1]1[CH:2]=[CH:30][NH:28][N:36]=1. (2) Given the reactants [C:1]([CH2:3][C:4]([O:6][CH3:7])=[O:5])#[N:2].[H-].[Na+].F[C:11]1[CH:16]=[CH:15][CH:14]=[CH:13][C:12]=1[N+:17]([O-:19])=[O:18].Cl, predict the reaction product. The product is: [C:1]([CH:3]([C:11]1[CH:16]=[CH:15][CH:14]=[CH:13][C:12]=1[N+:17]([O-:19])=[O:18])[C:4]([O:6][CH3:7])=[O:5])#[N:2]. (3) The product is: [CH3:1][O:2][C:3]1[CH:4]=[CH:5][CH:6]=[C:7]2[C:11]=1[CH:10]([NH:12][C:13]1[CH:22]=[CH:21][C:20]3[C:15](=[CH:16][CH:17]=[CH:18][C:19]=3[NH:23][S:26]([N:25]([CH3:30])[CH3:24])(=[O:28])=[O:27])[N:14]=1)[CH2:9][CH2:8]2. Given the reactants [CH3:1][O:2][C:3]1[CH:4]=[CH:5][CH:6]=[C:7]2[C:11]=1[CH:10]([NH:12][C:13]1[CH:22]=[CH:21][C:20]3[C:19]([NH2:23])=[CH:18][CH:17]=[CH:16][C:15]=3[N:14]=1)[CH2:9][CH2:8]2.[CH3:24][N:25]([CH3:30])[S:26](Cl)(=[O:28])=[O:27], predict the reaction product. (4) Given the reactants [CH:1]1([NH2:6])[CH2:5][CH2:4][CH2:3][CH2:2]1.O=[C:8]([CH2:13][C:14]([OH:16])=[O:15])[CH2:9][C:10]([OH:12])=[O:11].Cl[CH2:18][CH:19]=O.Cl, predict the reaction product. The product is: [C:10]([CH2:9][C:8]1[N:6]([CH:1]2[CH2:5][CH2:4][CH2:3][CH2:2]2)[CH:18]=[CH:19][C:13]=1[C:14]([OH:16])=[O:15])([OH:12])=[O:11].